Predict the reaction yield, written as a fraction of the theoretical maximum amount of product (1.0 means a 100% yield; for example, 0.34 means a 34% yield). From a dataset of Reaction yield outcomes from USPTO patents with 853,638 reactions. (1) The reactants are [C:1](OC(O[C:1]([CH3:4])([CH3:3])[CH3:2])N(C)C)([CH3:4])([CH3:3])[CH3:2].[Br:15][C:16]1[C:24]2[C:19](=[N:20][CH:21]=[C:22]([C:25]3[CH:26]=[C:27]([CH:31]=[CH:32][C:33]=3[CH3:34])[C:28]([OH:30])=[O:29])[CH:23]=2)[O:18][C:17]=1[C:35]1[CH:40]=[CH:39][C:38]([F:41])=[CH:37][CH:36]=1. The catalyst is C1(C)C=CC=CC=1. The product is [Br:15][C:16]1[C:24]2[C:19](=[N:20][CH:21]=[C:22]([C:25]3[CH:26]=[C:27]([CH:31]=[CH:32][C:33]=3[CH3:34])[C:28]([O:30][C:1]([CH3:4])([CH3:3])[CH3:2])=[O:29])[CH:23]=2)[O:18][C:17]=1[C:35]1[CH:36]=[CH:37][C:38]([F:41])=[CH:39][CH:40]=1. The yield is 0.700. (2) The reactants are [NH2:1][C:2]1[CH:7]=[C:6]([CH2:8][NH:9][C:10]2[CH:28]=[CH:27][CH:26]=[CH:25][C:11]=2[C:12]([NH:14][C:15]2[CH:20]=[CH:19][CH:18]=[C:17]([C:21]([F:24])([F:23])[F:22])[CH:16]=2)=[O:13])[CH:5]=[CH:4][N:3]=1.[CH2:29]([N:36]=[C:37]=[O:38])[C:30]1[CH:35]=[CH:34][CH:33]=[CH:32][CH:31]=1. The catalyst is C(Cl)Cl. The product is [CH2:29]([NH:36][C:37](=[O:38])[NH:1][C:2]1[CH:7]=[C:6]([CH2:8][NH:9][C:10]2[CH:28]=[CH:27][CH:26]=[CH:25][C:11]=2[C:12]([NH:14][C:15]2[CH:20]=[CH:19][CH:18]=[C:17]([C:21]([F:22])([F:24])[F:23])[CH:16]=2)=[O:13])[CH:5]=[CH:4][N:3]=1)[C:30]1[CH:35]=[CH:34][CH:33]=[CH:32][CH:31]=1. The yield is 0.490. (3) The reactants are [F:1][C:2]1[CH:7]=[CH:6][C:5]([C:8]2[C:17]([N:18]([CH3:26])[CH2:19][C:20]3[CH:25]=[CH:24][CH:23]=[CH:22][N:21]=3)=[N:16][C:15]3[C:10](=[CH:11][CH:12]=[C:13]([C:27]([O:29]C)=[O:28])[CH:14]=3)[N:9]=2)=[CH:4][CH:3]=1.[OH-].[Na+]. The catalyst is CO. The product is [F:1][C:2]1[CH:7]=[CH:6][C:5]([C:8]2[C:17]([N:18]([CH3:26])[CH2:19][C:20]3[CH:25]=[CH:24][CH:23]=[CH:22][N:21]=3)=[N:16][C:15]3[C:10](=[CH:11][CH:12]=[C:13]([C:27]([OH:29])=[O:28])[CH:14]=3)[N:9]=2)=[CH:4][CH:3]=1. The yield is 0.570. (4) The reactants are CS[C:3]([N:7]1[CH2:11][CH:10]([CH2:12][CH3:13])[CH:9]=[N:8]1)=[N:4][CH2:5][CH3:6].[N:14]1([S:20]([NH2:23])(=[O:22])=[O:21])[CH2:19][CH2:18][CH2:17][CH2:16][CH2:15]1. The catalyst is C(#N)C. The product is [CH2:5]([NH:4][C:3]([N:7]1[CH2:11][CH:10]([CH2:12][CH3:13])[CH:9]=[N:8]1)=[N:23][S:20]([N:14]1[CH2:19][CH2:18][CH2:17][CH2:16][CH2:15]1)(=[O:22])=[O:21])[CH3:6]. The yield is 0.960.